From a dataset of Catalyst prediction with 721,799 reactions and 888 catalyst types from USPTO. Predict which catalyst facilitates the given reaction. Reactant: [CH3:1][NH:2][C@@H:3]([C:24]1[CH:29]=[CH:28][CH:27]=[CH:26][CH:25]=1)[CH2:4][N:5]1[CH2:9][CH2:8][C@H:7]([O:10][CH2:11][CH2:12][O:13][CH2:14][CH2:15][O:16][CH2:17][CH2:18][O:19][C:20]([F:23])([F:22])[F:21])[CH2:6]1.[Cl:30][C:31]1[CH:32]=[C:33]([CH2:38][C:39]([OH:41])=O)[CH:34]=[CH:35][C:36]=1[Cl:37].C(N(CC)C(C)C)(C)C.F[B-](F)(F)F.N1(OC(N(C)C)=[N+](C)C)C2C=CC=CC=2N=N1. Product: [Cl:30][C:31]1[CH:32]=[C:33]([CH2:38][C:39]([N:2]([CH3:1])[C@@H:3]([C:24]2[CH:29]=[CH:28][CH:27]=[CH:26][CH:25]=2)[CH2:4][N:5]2[CH2:9][CH2:8][C@H:7]([O:10][CH2:11][CH2:12][O:13][CH2:14][CH2:15][O:16][CH2:17][CH2:18][O:19][C:20]([F:23])([F:21])[F:22])[CH2:6]2)=[O:41])[CH:34]=[CH:35][C:36]=1[Cl:37]. The catalyst class is: 10.